From a dataset of Forward reaction prediction with 1.9M reactions from USPTO patents (1976-2016). Predict the product of the given reaction. (1) Given the reactants Cl.[CH2:2]([N:4]1[N:8]=[N:7][C:6]([CH2:9][N:10]2[C:15]3[CH:16]=[C:17]([C:19]4[CH:24]=[CH:23][C:22]([F:25])=[CH:21][C:20]=4[O:26][CH3:27])[S:18][C:14]=3[C:13](=[O:28])[N:12]([CH:29]3[CH2:34][CH2:33][NH:32][CH2:31][CH2:30]3)[C:11]2=[O:35])=[N:5]1)[CH3:3].[CH2:36]([O:38][C:39]1[C:48]([O:49][CH3:50])=[CH:47][C:46]2[C:45]([C:51]3[CH:52]=[C:53]([CH:57]=[CH:58][CH:59]=3)[C:54](O)=[O:55])=[N:44][C@@H:43]3[CH2:60][CH2:61][S:62][CH2:63][C@@H:42]3[C:41]=2[CH:40]=1)[CH3:37].CN(C(ON1N=NC2C=CC=CC1=2)=[N+](C)C)C.F[P-](F)(F)(F)(F)F.CCN(C(C)C)C(C)C, predict the reaction product. The product is: [CH2:36]([O:38][C:39]1[C:48]([O:49][CH3:50])=[CH:47][C:46]2[C:45]([C:51]3[CH:52]=[C:53]([C:54]([N:32]4[CH2:33][CH2:34][CH:29]([N:12]5[C:13](=[O:28])[C:14]6[S:18][C:17]([C:19]7[CH:24]=[CH:23][C:22]([F:25])=[CH:21][C:20]=7[O:26][CH3:27])=[CH:16][C:15]=6[N:10]([CH2:9][C:6]6[N:7]=[N:8][N:4]([CH2:2][CH3:3])[N:5]=6)[C:11]5=[O:35])[CH2:30][CH2:31]4)=[O:55])[CH:57]=[CH:58][CH:59]=3)=[N:44][C@@H:43]3[CH2:60][CH2:61][S:62][CH2:63][C@@H:42]3[C:41]=2[CH:40]=1)[CH3:37]. (2) Given the reactants [CH2:1]([S:3][C:4]1[CH:9]=[CH:8][CH:7]=[CH:6][C:5]=1[C:10]1[N:19]([CH3:20])[C:13]2=[N:14][CH:15]=[C:16](I)[CH:17]=[C:12]2[N:11]=1)[CH3:2].O.O.O.O.O.O.O.O.O.[S-2:30].[Na+].[Na+].O.[Cl-].[NH4+], predict the reaction product. The product is: [CH2:1]([S:3][C:4]1[CH:9]=[CH:8][CH:7]=[CH:6][C:5]=1[C:10]1[N:19]([CH3:20])[C:13]2=[N:14][CH:15]=[C:16]([SH:30])[CH:17]=[C:12]2[N:11]=1)[CH3:2].